Dataset: Experimentally validated miRNA-target interactions with 360,000+ pairs, plus equal number of negative samples. Task: Binary Classification. Given a miRNA mature sequence and a target amino acid sequence, predict their likelihood of interaction. (1) The miRNA is hsa-miR-526b-3p with sequence GAAAGUGCUUCCUUUUAGAGGC. The protein sequence of the target gene is MAASAAVFSRLRSGLRLGSRGLCTRLATPPRRAPDQAAEIGSRGSTKAQGPQQQPGSEGPSYAKKVALWLAGLLGAGGTVSVVYIFGNNPVDENGAKIPDEFDNDPILVQQLRRTYKYFKDYRQMIIEPTSPCLLPDPLQEPYYQPPYTLVLELTGVLLHPEWSLATGWRFKKRPGIETLFQQLAPLYEIVIFTSETGMTAFPLIDSVDPHGFISYRLFRDATRYMDGHHVKDISCLNRDPARVVVVDCKKEAFRLQPYNGVALRPWDGNSDDRVLLDLSAFLKTIALNGVEDVRTVLEH.... Result: 0 (no interaction). (2) The miRNA is mmu-miR-297c-3p with sequence UAUACAUACACACAUACCCAUA. The protein sequence of the target gene is MGAARSPPSAVPGPLLGLLLLLLGVLAPGGASLRLLDHRALVCSQPGLNCTVKNSTCLDDSWIHPRNLTPSSPKDLQIQLHFAHTQQGDLFPVAHIEWTLQTDASILYLEGAELSVLQLNTNERLCVRFEFLSKLRHHHRRWRFTFSHFVVDPDQEYEVTVHHLPKPIPDGDPNHQSKNFLVPDCEHARMKVTTPCMSSGSLWDPNITVETLEAHQLRVSFTLWNESTHYQILLTSFPHMENHSCFEHMHHIPAPRPEEFHQRSNVTLTLRNLKGCCRHQVQIQPFFSSCLNDCLRHSAT.... Result: 0 (no interaction). (3) The miRNA is hsa-miR-6879-3p with sequence UGUCACCCGCUCCUUGCCCAG. The protein sequence of the target gene is MSFGSEHYLCSSSSYRKVFGDGSRLSARLSGAGGAGGFRSQSLSRSNVASSAACSSASSLGLGLAYRRPPASDGLDLSQAAARTNEYKIIRTNEKEQLQGLNDRFAVFIEKVHQLETQNRALEAELAALRQRHAEPSRVGELFQRELRDLRAQLEEASSARSQALLERDGLAEEVQRLRARCEEESRGREGAERALKAQQRDVDGATLARLDLEKKVESLLDELAFVRQVHDEEVAELLATLQASSQAAAEVDVTVAKPDLTSALREIRAQYESLAAKNLQSAEEWYKSKFANLNEQAAR.... Result: 0 (no interaction). (4) The miRNA is hsa-miR-3908 with sequence GAGCAAUGUAGGUAGACUGUUU. The protein sequence of the target gene is MATRGHVQDPNDRRLRPIYDYLDNGNNKMAIQQADKLLKKHKDLHCAKVLKAIGLQRTGKQEEAFTLAQEVAALEPTDDNSLQALTILYREMHRPELVTKLYEAAVKKVPNSEEYHSHLFMAYARVGEYKKMQQAGMALYKIVPKNPYYFWSVMSLIMQSISAQDENLSKTMFLPLAERMVEKMVKEDKIEAEAEVELYYMILERLGKYQEALDVIRGKLGEKLTSEIQSRENKCMAMYKKLSRWPECNALSRRLLLKNSDDWQFYLTYFDSVFRLIEEAWSPPAEGEHSLEGEVHYSAE.... Result: 1 (interaction). (5) The miRNA is mmu-miR-5121 with sequence AGCUUGUGAUGAGACAUCUCC. The protein sequence of the target gene is MDARRMKKEEGLTENTGLPRKLLEKHDPWPAYVTYTSQTVKRLIEKSKTRELECMRALEERPWASRQNKPSSVIQPKRRKSSKSSGKAVFRDTLSESTLSMWGAYSVLAMAPTMIPEPTHLHADSRDCPTENYNKIIFARKPMMRMLPTVRY. Result: 0 (no interaction). (6) The miRNA is mmu-miR-6998-3p with sequence AGAGCUGCUCUGUGCCCACACA. The protein sequence of the target gene is MEGSFSDGGALPEGLAEEAEPQGAAWSGDSGTVSQSHSSASGPWEDEGAEDGAPGRDLPLLRRAAAGYAACLLPGAGARPEVEALDASLEDLLTRVDEFVGMLDMLRGDSSHVVSEGVPRIHAKAAEMRRIYSRIDRLEAFVRMVGGRVARMEEQVTKAEAELGTFPRAFKKLLHTMNVPSLFSKSAPSRPQQAGYEAPVLFRTEDYFPCCSERPQL. Result: 0 (no interaction). (7) The protein sequence of the target gene is MESLFPAPFWEVLYGSHFQGNLSLLNETVPHHLLLNASHSAFLPLGLKVTIVGLYLAVCIGGLLGNCLVMYVILRHTKMKTATNIYIFNLALADTLVLLTLPFQGTDILLGFWPFGNALCKTVIAIDYYNMFTSTFTLTAMSVDRYVAICHPIRALDVRTSSKAQAVNVAIWALASVVGVPVAIMGSAQVEDEEIECLVEIPAPQDYWGPVFAICIFLFSFIIPVLIISVCYSLMIRRLRGVRLLSGSREKDRNLRRITRLVLVVVAVFVGCWTPVQVFVLVQGLGVQPGSETAVAILRF.... Result: 0 (no interaction). The miRNA is hsa-miR-499a-5p with sequence UUAAGACUUGCAGUGAUGUUU. (8) The miRNA is hsa-miR-6813-5p with sequence CAGGGGCUGGGGUUUCAGGUUCU. The protein sequence of the target gene is MAQFPTPFGGSLDIWAITVEERAKHDQQFHSLKPISGFITGDQARNFFFQSGLPQPVLAQIWALADMNNDGRMDQVEFSIAMKLIKLKLQGYQLPSALPPVMKQQPVAISSAPAFGMGGIASMPPLTAVAPVPMGSIPVVGMSPTLVSSVPTAAVPPLANGAPPVIQPLPAFAHPAATLPKSSSFSRSGPGSQLNTKLQKAQSFDVASVPPVAEWAVPQSSRLKYRQLFNSHDKTMSGHLTGPQARTILMQSSLPQAQLASIWNLSDIDQDGKLTAEEFILAMHLIDVAMSGQPLPPVLP.... Result: 0 (no interaction). (9) The miRNA is hsa-miR-1910-3p with sequence GAGGCAGAAGCAGGAUGACA. The protein sequence of the target gene is METLDSQRVQDRLLAAPGCSSPSGQQELFSSHVMQEESANDMECEQLPAEILRQVTVHRDPIYGFGFVAGSERPVVVRSVRPGGPSENKLLAGDQIVAINEEDVSEAPRERLIELIRSAKEFIVLTVLHTHQSPKSAFISAAKKAKLRSNPVKVRFSEQVAVGETDAKMMKKEALLLIPNVLKVFLENGQIKSFTFDGRTTVKDVMLTLQDRLSLRFIEHFALVLEYAGPEQNHKFLLLQDKQPLAYVVQRTHYHGMKCLFRISFFPKDPVELLRRDPAAFEYLYIQSRNDVIRERFGMD.... Result: 1 (interaction).